This data is from NCI-60 drug combinations with 297,098 pairs across 59 cell lines. The task is: Regression. Given two drug SMILES strings and cell line genomic features, predict the synergy score measuring deviation from expected non-interaction effect. (1) Drug 1: CC1=CC2C(CCC3(C2CCC3(C(=O)C)OC(=O)C)C)C4(C1=CC(=O)CC4)C. Drug 2: CC1C(C(CC(O1)OC2CC(OC(C2O)C)OC3=CC4=CC5=C(C(=O)C(C(C5)C(C(=O)C(C(C)O)O)OC)OC6CC(C(C(O6)C)O)OC7CC(C(C(O7)C)O)OC8CC(C(C(O8)C)O)(C)O)C(=C4C(=C3C)O)O)O)O. Cell line: MCF7. Synergy scores: CSS=-1.68, Synergy_ZIP=4.46, Synergy_Bliss=4.06, Synergy_Loewe=-4.64, Synergy_HSA=-6.97. (2) Drug 1: CC1C(C(CC(O1)OC2CC(CC3=C2C(=C4C(=C3O)C(=O)C5=C(C4=O)C(=CC=C5)OC)O)(C(=O)C)O)N)O.Cl. Cell line: MOLT-4. Drug 2: C1C(C(OC1N2C=NC3=C2NC=NCC3O)CO)O. Synergy scores: CSS=44.3, Synergy_ZIP=-3.94, Synergy_Bliss=-4.29, Synergy_Loewe=-7.98, Synergy_HSA=-3.05. (3) Drug 1: C1=C(C(=O)NC(=O)N1)F. Drug 2: COC1=C2C(=CC3=C1OC=C3)C=CC(=O)O2. Cell line: HL-60(TB). Synergy scores: CSS=59.6, Synergy_ZIP=-3.69, Synergy_Bliss=-12.1, Synergy_Loewe=-11.6, Synergy_HSA=-9.06.